Dataset: Catalyst prediction with 721,799 reactions and 888 catalyst types from USPTO. Task: Predict which catalyst facilitates the given reaction. (1) The catalyst class is: 1. Reactant: [NH2:1][C:2]1[CH:7]=[CH:6][C:5]([B:8]2[O:16][C:13]([CH3:15])([CH3:14])[C:10]([CH3:12])([CH3:11])[O:9]2)=[C:4]([F:17])[CH:3]=1.C(=O)([O-])O.[Na+].Cl[C:24]([O:26][C:27]1[CH:32]=[CH:31][CH:30]=[CH:29][CH:28]=1)=[O:25]. Product: [C:27]1([O:26][C:24](=[O:25])[NH:1][C:2]2[CH:7]=[CH:6][C:5]([B:8]3[O:9][C:10]([CH3:12])([CH3:11])[C:13]([CH3:15])([CH3:14])[O:16]3)=[C:4]([F:17])[CH:3]=2)[CH:32]=[CH:31][CH:30]=[CH:29][CH:28]=1. (2) The catalyst class is: 20. Reactant: [NH2:1][C@@H:2]1[CH2:6][CH2:5][N:4]([C:7](OC(C)(C)C)=O)[CH2:3]1.C([N:16](CC)CC)C.[Cl:21][C:22]1[CH:27]=[CH:26][CH:25]=[C:24]([Cl:28])[C:23]=1[S:29](Cl)(=[O:31])=[O:30].CCN(C(C)C)C(C)C.BrC#N. Product: [Cl:21][C:22]1[CH:27]=[CH:26][CH:25]=[C:24]([Cl:28])[C:23]=1[S:29]([NH:1][C@@H:2]1[CH2:6][CH2:5][N:4]([C:7]#[N:16])[CH2:3]1)(=[O:31])=[O:30]. (3) Reactant: O1[C:5]2([CH2:10][CH2:9][N:8]([C:11]3[N:16]=[CH:15][C:14]([C:17]4[C:26]5[C:21](=[CH:22][C:23]([O:29][CH3:30])=[C:24]([O:27][CH3:28])[CH:25]=5)[N:20]=[N:19][CH:18]=4)=[CH:13][C:12]=3[CH3:31])[CH2:7][CH2:6]2)[O:4]CC1. Product: [CH3:28][O:27][C:24]1[CH:25]=[C:26]2[C:21](=[CH:22][C:23]=1[O:29][CH3:30])[N:20]=[N:19][CH:18]=[C:17]2[C:14]1[CH:13]=[C:12]([CH3:31])[C:11]([N:8]2[CH2:9][CH2:10][C:5](=[O:4])[CH2:6][CH2:7]2)=[N:16][CH:15]=1. The catalyst class is: 137. (4) Reactant: C([NH:8][CH:9]1[CH2:12][CH:11]([CH2:13][O:14][CH2:15][C:16]2[CH:21]=[CH:20][CH:19]=[CH:18][CH:17]=2)[CH:10]1[F:22])C1C=CC=CC=1. Product: [CH2:15]([O:14][CH2:13][CH:11]1[CH2:12][CH:9]([NH2:8])[CH:10]1[F:22])[C:16]1[CH:17]=[CH:18][CH:19]=[CH:20][CH:21]=1. The catalyst class is: 105.